From a dataset of Catalyst prediction with 721,799 reactions and 888 catalyst types from USPTO. Predict which catalyst facilitates the given reaction. (1) Reactant: C[Si](C)(C)CCOC[N:7]1[C:11]2[CH:12]=[CH:13][CH:14]=[CH:15][C:10]=2[N:9]=[C:8]1[O:16][C:17]1[CH:22]=[CH:21][C:20]([N:23]2[C:27]3=[N:28][CH:29]=[CH:30][CH:31]=[C:26]3[NH:25][C:24]2=[O:32])=[CH:19][CH:18]=1.CCCC[N+](CCCC)(CCCC)CCCC.[F-].CN(CCN(C)C)C. Product: [NH:7]1[C:11]2[CH:12]=[CH:13][CH:14]=[CH:15][C:10]=2[N:9]=[C:8]1[O:16][C:17]1[CH:18]=[CH:19][C:20]([N:23]2[C:27]3=[N:28][CH:29]=[CH:30][CH:31]=[C:26]3[NH:25][C:24]2=[O:32])=[CH:21][CH:22]=1. The catalyst class is: 1. (2) Reactant: [CH2:1]([N:8]1[CH2:13][C@H:12]([CH3:14])[NH:11][C@@H:10]([CH3:15])[CH2:9]1)[C:2]1[CH:7]=[CH:6][CH:5]=[CH:4][CH:3]=1.[NH2:16][C:17]1[N:22]=[C:21](Cl)[C:20]([CH:24]=[O:25])=[C:19]([Cl:26])[N:18]=1.CCN(C(C)C)C(C)C. Product: [NH2:16][C:17]1[N:22]=[C:21]([N:11]2[C@@H:10]([CH3:15])[CH2:9][N:8]([CH2:1][C:2]3[CH:3]=[CH:4][CH:5]=[CH:6][CH:7]=3)[CH2:13][C@@H:12]2[CH3:14])[C:20]([CH:24]=[O:25])=[C:19]([Cl:26])[N:18]=1. The catalyst class is: 51. (3) Reactant: CCN(CC)CC.[CH3:8][C:9]1[CH:15]=[C:14]([O:16][CH3:17])[CH:13]=[CH:12][C:10]=1[NH2:11].Cl[CH2:19][CH2:20][CH2:21][C:22](Cl)=[O:23].CC([O-])(C)C.[K+]. The catalyst class is: 20. Product: [CH3:8][C:9]1[CH:15]=[C:14]([O:16][CH3:17])[CH:13]=[CH:12][C:10]=1[N:11]1[CH2:19][CH2:20][CH2:21][C:22]1=[O:23].